Dataset: Reaction yield outcomes from USPTO patents with 853,638 reactions. Task: Predict the reaction yield, written as a fraction of the theoretical maximum amount of product (1.0 means a 100% yield; for example, 0.34 means a 34% yield). (1) The reactants are [N:1]1[C:10]2[C:5](=[CH:6][CH:7]=[CH:8][CH:9]=2)[CH:4]=[CH:3][C:2]=1[NH:11][CH:12]1[CH2:17][CH2:16][CH2:15][CH:14]([NH2:18])[CH2:13]1.[S:19]1[CH:23]=[CH:22][C:21]([CH:24]=O)=[CH:20]1. No catalyst specified. The product is [N:1]1[C:10]2[C:5](=[CH:6][CH:7]=[CH:8][CH:9]=2)[CH:4]=[CH:3][C:2]=1[NH:11][CH:12]1[CH2:17][CH2:16][CH2:15][CH:14]([NH:18][CH2:24][C:21]2[CH:22]=[CH:23][S:19][CH:20]=2)[CH2:13]1. The yield is 0.330. (2) The catalyst is O1CCOCC1. The product is [N:13]1[CH:14]=[CH:15][N:11]2[CH2:12][C@@H:8]([OH:7])[CH2:9][C:10]=12. The reactants are Cl.C([Si](C)(C)[O:7][C@@H:8]1[CH2:12][N:11]=[C:10]([NH:13][CH2:14][CH:15](OCC)OCC)[CH2:9]1)(C)(C)C. The yield is 0.710. (3) The reactants are Br[C:2]1[O:6][C:5]([CH2:7][N:8]2[C:16]3[C:11](=[C:12]([C:19]([F:22])([F:21])[F:20])[C:13]([C:17]#[N:18])=[CH:14][CH:15]=3)[CH:10]=[C:9]2[CH:23]2[CH2:25][CH2:24]2)=[CH:4][CH:3]=1.[F:26][C:27]([F:38])([F:37])[C:28]1[CH:29]=[C:30](B(O)O)[CH:31]=[CH:32][CH:33]=1.[F-].[K+]. The catalyst is O1CCOCC1.C1C=CC([P]([Pd]([P](C2C=CC=CC=2)(C2C=CC=CC=2)C2C=CC=CC=2)([P](C2C=CC=CC=2)(C2C=CC=CC=2)C2C=CC=CC=2)[P](C2C=CC=CC=2)(C2C=CC=CC=2)C2C=CC=CC=2)(C2C=CC=CC=2)C2C=CC=CC=2)=CC=1. The product is [CH:23]1([C:9]2[N:8]([CH2:7][C:5]3[O:6][C:2]([C:32]4[CH:31]=[CH:30][CH:29]=[C:28]([C:27]([F:38])([F:37])[F:26])[CH:33]=4)=[CH:3][CH:4]=3)[C:16]3[C:11]([CH:10]=2)=[C:12]([C:19]([F:22])([F:21])[F:20])[C:13]([C:17]#[N:18])=[CH:14][CH:15]=3)[CH2:25][CH2:24]1. The yield is 0.320. (4) The reactants are Br[C:2]1[CH:7]=[CH:6][C:5]([N:8]2[CH:12]=[CH:11][CH:10]=[N:9]2)=[CH:4][C:3]=1[CH3:13].[B:14]1([B:14]2[O:18][C:17]([CH3:20])([CH3:19])[C:16]([CH3:22])([CH3:21])[O:15]2)[O:18][C:17]([CH3:20])([CH3:19])[C:16]([CH3:22])([CH3:21])[O:15]1.C([O-])(=O)C.[K+]. The catalyst is C1C=CC(P(C2C=CC=CC=2)[C-]2C=CC=C2)=CC=1.C1C=CC(P(C2C=CC=CC=2)[C-]2C=CC=C2)=CC=1.Cl[Pd]Cl.[Fe+2]. The product is [CH3:13][C:3]1[CH:4]=[C:5]([N:8]2[CH:12]=[CH:11][CH:10]=[N:9]2)[CH:6]=[CH:7][C:2]=1[B:14]1[O:18][C:17]([CH3:20])([CH3:19])[C:16]([CH3:22])([CH3:21])[O:15]1. The yield is 0.750. (5) The reactants are [CH:1]([C:4]1[CH:9]=[CH:8][C:7]([SH:10])=[CH:6][CH:5]=1)([CH3:3])[CH3:2].Cl[CH2:12][C:13](=O)[CH3:14].C([O-])([O-])=O.[K+].[K+]. The catalyst is CC(C)=O. The product is [CH:1]([C:4]1[CH:5]=[CH:6][C:7]2[S:10][CH:12]=[C:13]([CH3:14])[C:8]=2[CH:9]=1)([CH3:3])[CH3:2]. The yield is 0.670. (6) The reactants are [C:1]([N:8]1[CH2:13][CH2:12][CH2:11][C:10](=[CH2:14])[CH2:9]1)([O:3][C:4]([CH3:7])([CH3:6])[CH3:5])=[O:2].B1C2CCCC1CCC2.Br[C:25]1[CH:35]=[CH:34][C:28]2[O:29][C:30]([F:33])([F:32])[O:31][C:27]=2[CH:26]=1.C(=O)([O-])[O-].[K+].[K+].[OH-].[Na+]. The catalyst is CN(C=O)C.O.C1C=CC(P(C2C=CC=CC=2)[C-]2C=CC=C2)=CC=1.C1C=CC(P(C2C=CC=CC=2)[C-]2C=CC=C2)=CC=1.Cl[Pd]Cl.[Fe+2].C(Cl)Cl.O.C1COCC1. The product is [C:4]([O:3][C:1]([N:8]1[CH2:13][CH2:12][CH2:11][CH:10]([CH2:14][C:35]2[CH:25]=[CH:26][C:27]3[O:31][C:30]([F:32])([F:33])[O:29][C:28]=3[CH:34]=2)[CH2:9]1)=[O:2])([CH3:7])([CH3:6])[CH3:5]. The yield is 0.670. (7) The reactants are [N:1]1[CH:6]=[CH:5][CH:4]=[CH:3][C:2]=1[C:7](=O)[CH2:8][C:9]([C:11]1[CH:16]=[CH:15][CH:14]=[CH:13][N:12]=1)=[O:10].BrBr.C(N(CC)CC)C.[NH2:27][C:28]([NH2:30])=[S:29].C(=O)([O-])O.[Na+]. The catalyst is C(O)(=O)C. The product is [N:12]1[CH:13]=[CH:14][CH:15]=[CH:16][C:11]=1[C:9]([C:8]1[S:29][C:28]([NH2:30])=[N:27][C:7]=1[C:2]1[CH:3]=[CH:4][CH:5]=[CH:6][N:1]=1)=[O:10]. The yield is 0.510. (8) The reactants are [OH-].[Na+].C([O:5][C:6]([C:8]1[CH:12]=[C:11]([CH2:13][CH2:14][CH:15]([CH3:17])[CH3:16])[NH:10][N:9]=1)=[O:7])C. The catalyst is CO. The product is [CH3:16][CH:15]([CH3:17])[CH2:14][CH2:13][C:11]1[NH:10][N:9]=[C:8]([C:6]([OH:7])=[O:5])[CH:12]=1. The yield is 0.976. (9) The reactants are [CH:1]1([CH2:7][CH:8]([OH:11])[C:9]#[N:10])[CH2:6][CH2:5][CH2:4][CH2:3][CH2:2]1.[H-].[H-].[H-].[H-].[Li+].[Al+3].O.[OH-].[Na+]. The catalyst is C1COCC1. The product is [NH2:10][CH2:9][CH:8]([OH:11])[CH2:7][CH:1]1[CH2:2][CH2:3][CH2:4][CH2:5][CH2:6]1. The yield is 0.950. (10) The catalyst is O1CCOCC1.CO.[Cu]I. The reactants are Br[C:2]1[CH:16]=[C:15]2[C:5]([CH2:6][CH2:7][C:8]([CH3:18])([CH3:17])[C:9]32[CH2:13][O:12][C:11]([NH2:14])=[N:10]3)=[CH:4][CH:3]=1.[Cl:19][C:20]1[CH:21]=[CH:22][C:23]([C:26]([NH2:28])=[O:27])=[N:24][CH:25]=1.C(=O)([O-])[O-].[K+].[K+].CNCCNC. The yield is 0.140. The product is [NH2:14][C:11]1[O:12][CH2:13][C:9]2([C:15]3[C:5](=[CH:4][CH:3]=[C:2]([NH:28][C:26](=[O:27])[C:23]4[CH:22]=[CH:21][C:20]([Cl:19])=[CH:25][N:24]=4)[CH:16]=3)[CH2:6][CH2:7][C:8]2([CH3:18])[CH3:17])[N:10]=1.